This data is from Catalyst prediction with 721,799 reactions and 888 catalyst types from USPTO. The task is: Predict which catalyst facilitates the given reaction. Reactant: [Cl-].[CH3:2][O:3][CH2:4][P+](C1C=CC=CC=1)(C1C=CC=CC=1)C1C=CC=CC=1.[Li+].C[Si]([N-][Si](C)(C)C)(C)C.[Cl:34][C:35]1[CH:42]=[C:41]([C:43]2[CH:48]=[CH:47][C:46]([Cl:49])=[CH:45][CH:44]=2)[CH:40]=[CH:39][C:36]=1[CH:37]=O.[NH4+].[Cl-]. Product: [Cl:34][C:35]1[CH:42]=[C:41]([C:43]2[CH:48]=[CH:47][C:46]([Cl:49])=[CH:45][CH:44]=2)[CH:40]=[CH:39][C:36]=1/[CH:37]=[CH:2]/[O:3][CH3:4]. The catalyst class is: 1.